From a dataset of Full USPTO retrosynthesis dataset with 1.9M reactions from patents (1976-2016). Predict the reactants needed to synthesize the given product. (1) Given the product [F:23][C:14]1[CH:13]=[C:12]([NH:11][S:8]([C:5]2[CH:4]=[CH:3][C:2]([N:1]3[CH:28]=[N:27][N:26]=[CH:24]3)=[CH:7][CH:6]=2)(=[O:10])=[O:9])[C:21]([F:22])=[CH:20][C:15]=1[C:16]([O:18][CH3:19])=[O:17], predict the reactants needed to synthesize it. The reactants are: [NH2:1][C:2]1[CH:7]=[CH:6][C:5]([S:8]([NH:11][C:12]2[C:21]([F:22])=[CH:20][C:15]([C:16]([O:18][CH3:19])=[O:17])=[C:14]([F:23])[CH:13]=2)(=[O:10])=[O:9])=[CH:4][CH:3]=1.[CH:24]([NH:26][NH:27][CH:28]=O)=O.Cl[Si](C)(C)C.C(N(CC)CC)C. (2) Given the product [CH:1]1([CH2:6][C@H:7]([N:11]2[CH2:19][C:18]3[C:13](=[CH:14][CH:15]=[CH:16][C:17]=3[C:20]([F:23])([F:22])[F:21])[C:12]2=[O:24])[C:8]([NH:34][C:31]2[CH:32]=[CH:33][N:29]([CH2:28][CH2:27][O:26][CH3:25])[N:30]=2)=[O:9])[CH2:5][CH2:4][CH2:3][CH2:2]1, predict the reactants needed to synthesize it. The reactants are: [CH:1]1([CH2:6][C@H:7]([N:11]2[CH2:19][C:18]3[C:13](=[CH:14][CH:15]=[CH:16][C:17]=3[C:20]([F:23])([F:22])[F:21])[C:12]2=[O:24])[C:8](O)=[O:9])[CH2:5][CH2:4][CH2:3][CH2:2]1.[CH3:25][O:26][CH2:27][CH2:28][N:29]1[CH:33]=[CH:32][C:31]([NH2:34])=[N:30]1.F[P-](F)(F)(F)(F)F.N1(O[P+](N(C)C)(N(C)C)N(C)C)C2C=CC=CC=2N=N1.C(N(CC)C(C)C)(C)C. (3) Given the product [CH2:31]([NH:38][C:3]([C@@H:5]1[CH2:9][C@H:8]([NH:10][C:11]([C:13]2[CH:22]=[CH:21][C:20]3[C:15](=[CH:16][CH:17]=[CH:18][CH:19]=3)[C:14]=2[OH:23])=[O:12])[CH2:7][N:6]1[CH2:24][CH:25]1[CH2:30][CH2:29][CH2:28][CH2:27][CH2:26]1)=[O:4])[C:32]1[CH:37]=[CH:36][CH:35]=[CH:34][CH:33]=1, predict the reactants needed to synthesize it. The reactants are: CO[C:3]([C@@H:5]1[CH2:9][C@H:8]([NH:10][C:11]([C:13]2[CH:22]=[CH:21][C:20]3[C:15](=[CH:16][CH:17]=[CH:18][CH:19]=3)[C:14]=2[OH:23])=[O:12])[CH2:7][N:6]1[CH2:24][CH:25]1[CH2:30][CH2:29][CH2:28][CH2:27][CH2:26]1)=[O:4].[CH2:31]([NH2:38])[C:32]1[CH:37]=[CH:36][CH:35]=[CH:34][CH:33]=1. (4) The reactants are: [CH2:1]([O:8][C:9]([NH:11][C@H:12]1[C:21]2[C:16](=[CH:17][CH:18]=[C:19]([C:22]([O:24][CH2:25][CH3:26])=[O:23])[CH:20]=2)[NH:15][C@@H:14]([CH:27]2[CH2:29][CH2:28]2)[C@@H:13]1[CH3:30])=[O:10])[C:2]1[CH:7]=[CH:6][CH:5]=[CH:4][CH:3]=1.N1C=CC=CC=1.[C:37](Cl)(=[O:39])[CH3:38]. Given the product [C:37]([N:15]1[C:16]2[C:21](=[CH:20][C:19]([C:22]([O:24][CH2:25][CH3:26])=[O:23])=[CH:18][CH:17]=2)[C@H:12]([NH:11][C:9]([O:8][CH2:1][C:2]2[CH:3]=[CH:4][CH:5]=[CH:6][CH:7]=2)=[O:10])[C@H:13]([CH3:30])[C@@H:14]1[CH:27]1[CH2:28][CH2:29]1)(=[O:39])[CH3:38], predict the reactants needed to synthesize it. (5) Given the product [Br:1][C:2]1[C:3]([C:4]([O:6][CH3:7])=[O:5])=[CH:8][C:9]([Cl:13])=[C:10]([CH:11]=1)[C:12]([OH:16])=[O:37], predict the reactants needed to synthesize it. The reactants are: [Br:1][C:2]1[CH:11]=[C:10]([CH3:12])[C:9]([Cl:13])=[CH:8][C:3]=1[C:4]([O:6][CH3:7])=[O:5].C1OCCOCCOCCOCCOCC[O:16]C1.C(O)(C)(C)C.[OH2:37]. (6) Given the product [C:60]1([CH:53]([C:54]2[CH:59]=[CH:58][CH:57]=[CH:56][CH:55]=2)[CH2:52][NH:51][C:29]2[N:28]=[C:27]([NH:66][CH2:67][CH2:68][N:69]3[CH2:74][CH2:73][CH2:72][CH2:71][CH2:70]3)[N:35]=[C:34]3[C:30]=2[N:31]=[CH:32][N:33]3[C@@H:36]2[CH2:40][C@H:39]([NH:41][C:42](=[O:43])[C:44]([NH:6][CH2:5][CH2:4][N:11]3[CH2:12][CH2:13][CH2:20][CH2:25][CH2:24]3)=[O:48])[C@@H:38]([OH:49])[C@H:37]2[OH:50])[CH:61]=[CH:62][CH:63]=[CH:64][CH:65]=1, predict the reactants needed to synthesize it. The reactants are: ClC1N=C2[C:5]([N:6]=CN2)=[C:4]([NH:11][CH2:12][CH:13]([C:20]2[CH:25]=[CH:24]C=CC=2)C2C=CC=CC=2)N=1.Cl[C:27]1[N:35]=[C:34]2[C:30]([N:31]=[CH:32][N:33]2[C@@H:36]2[CH2:40][C@H:39]([NH:41][C:42]([C:44]3[O:48]N=CC=3)=[O:43])[C@@H:38]([OH:49])[C@H:37]2[OH:50])=[C:29]([NH:51][CH2:52][CH:53]([C:60]2[CH:65]=[CH:64][CH:63]=[CH:62][CH:61]=2)[C:54]2[CH:59]=[CH:58][CH:57]=[CH:56][CH:55]=2)[N:28]=1.[NH2:66][CH2:67][CH2:68][N:69]1[CH2:74][CH2:73][CH2:72][CH2:71][CH2:70]1.[I-].[Na+]. (7) Given the product [Cl:17][C:18]1[CH:19]=[C:20]2[C:25](=[CH:26][CH:27]=1)[CH2:24][N:23]([CH2:1][C:3]1[CH:4]=[C:5]([C:14]([OH:16])=[O:15])[C:6](=[O:13])[N:7]3[C:12]=1[CH:11]=[CH:10][CH:9]=[CH:8]3)[CH2:22][CH2:21]2, predict the reactants needed to synthesize it. The reactants are: [CH:1]([C:3]1[CH:4]=[C:5]([C:14]([OH:16])=[O:15])[C:6](=[O:13])[N:7]2[C:12]=1[CH:11]=[CH:10][CH:9]=[CH:8]2)=O.[Cl:17][C:18]1[CH:19]=[C:20]2[C:25](=[CH:26][CH:27]=1)[CH2:24][NH:23][CH2:22][CH2:21]2.C(O)(=O)C.ClC(Cl)C.C([BH3-])#N. (8) The reactants are: [CH2:1]([O:8][C:9](=[O:13])[C@H:10]([CH3:12])[NH2:11])[C:2]1[CH:7]=[CH:6][CH:5]=[CH:4][CH:3]=1.C1C=CC2N(O)N=NC=2C=1.C(Cl)CCl.[C:28]([N:35]1[CH2:43][CH2:42][CH2:41][CH2:40][CH:36]1[C:37](O)=[O:38])([O:30][C:31]([CH3:34])([CH3:33])[CH3:32])=[O:29].CN1CCOCC1. Given the product [CH2:1]([O:8][C:9]([C@@H:10]([NH:11][C:37]([C@@H:36]1[CH2:40][CH2:41][CH2:42][CH2:43][N:35]1[C:28]([O:30][C:31]([CH3:34])([CH3:33])[CH3:32])=[O:29])=[O:38])[CH3:12])=[O:13])[C:2]1[CH:7]=[CH:6][CH:5]=[CH:4][CH:3]=1, predict the reactants needed to synthesize it. (9) Given the product [Cl:26][C:6]1[C:7]([C:9]2[NH:10][C:11](=[O:25])[N:12]([C:14]3[CH:19]=[CH:18][C:17]([F:20])=[C:16]([C:21]([F:23])([F:24])[F:22])[CH:15]=3)[N:13]=2)=[CH:8][C:3]([CH2:2][NH:1][C:28](=[O:33])[C:29]([CH3:32])([CH3:31])[CH3:30])=[C:4]([F:27])[CH:5]=1, predict the reactants needed to synthesize it. The reactants are: [NH2:1][CH2:2][C:3]1[C:4]([F:27])=[CH:5][C:6]([Cl:26])=[C:7]([C:9]2[NH:10][C:11](=[O:25])[N:12]([C:14]3[CH:19]=[CH:18][C:17]([F:20])=[C:16]([C:21]([F:24])([F:23])[F:22])[CH:15]=3)[N:13]=2)[CH:8]=1.[C:28](Cl)(=[O:33])[C:29]([CH3:32])([CH3:31])[CH3:30]. (10) Given the product [NH2:25][C:26]1[CH:34]=[C:33]([F:35])[CH:32]=[CH:31][C:27]=1[C:28]([NH:37][C@@H:38]([CH2:43][CH2:44][NH:45][C:46]([O:48][C:49]([CH3:52])([CH3:51])[CH3:50])=[O:47])[C:39]([O:41][CH3:42])=[O:40])=[O:30], predict the reactants needed to synthesize it. The reactants are: CN(C(ON1N=NC2C=CC=NC1=2)=[N+](C)C)C.F[P-](F)(F)(F)(F)F.[NH2:25][C:26]1[CH:34]=[C:33]([F:35])[CH:32]=[CH:31][C:27]=1[C:28]([OH:30])=O.Cl.[NH2:37][C@@H:38]([CH2:43][CH2:44][NH:45][C:46]([O:48][C:49]([CH3:52])([CH3:51])[CH3:50])=[O:47])[C:39]([O:41][CH3:42])=[O:40].C(N(C(C)C)CC)(C)C.